Dataset: Full USPTO retrosynthesis dataset with 1.9M reactions from patents (1976-2016). Task: Predict the reactants needed to synthesize the given product. (1) The reactants are: [O:1]1[CH2:5][CH2:4][CH2:3][CH:2]1[CH2:6][OH:7].ClC(Cl)(O[C:12](=[O:18])OC(Cl)(Cl)Cl)Cl.N1C2C(=CC=CC=2)C=CC=1.ClC([O-])=O.[CH2:34]([N:36]([CH2:57][CH3:58])[C:37]1[CH:42]=[CH:41][C:40]([NH:43][C:44]([C:46]2([NH2:56])[CH2:55][CH2:54][C:53]3[C:48](=[CH:49][CH:50]=[CH:51][CH:52]=3)[CH2:47]2)=[O:45])=[CH:39][CH:38]=1)[CH3:35].N1C=CC=CC=1. Given the product [O:1]1[CH2:5][CH2:4][CH2:3][CH:2]1[CH2:6][O:7][C:12](=[O:18])[NH:56][C:46]1([C:44]([NH:43][C:40]2[CH:39]=[CH:38][C:37]([N:36]([CH2:57][CH3:58])[CH2:34][CH3:35])=[CH:42][CH:41]=2)=[O:45])[CH2:55][CH2:54][C:53]2[C:48](=[CH:49][CH:50]=[CH:51][CH:52]=2)[CH2:47]1, predict the reactants needed to synthesize it. (2) Given the product [ClH:33].[CH3:32][O:31][C:27]1[CH:28]=[CH:29][CH:30]=[C:3]([O:2][CH3:1])[C:4]=1[CH2:5][NH:6][C:7]([NH:9][C:10]1[S:11][CH:12]=[C:13]([CH:15]2[CH2:19][CH2:18][CH2:17][NH:16]2)[N:14]=1)=[NH:8], predict the reactants needed to synthesize it. The reactants are: [CH3:1][O:2][C:3]1[CH:30]=[CH:29][CH:28]=[C:27]([O:31][CH3:32])[C:4]=1[CH2:5][NH:6][C:7]([NH:9][C:10]1[S:11][CH:12]=[C:13]([CH:15]2[CH2:19][CH2:18][CH2:17][N:16]2C(OC(C)(C)C)=O)[N:14]=1)=[NH:8].[ClH:33]. (3) Given the product [CH3:22][O:23][CH:8]1[C:3]2[C:4](=[CH:9][CH:10]=[CH:11][C:12]=2[N+:13]([O-:15])=[O:14])[C:5](=[O:6])[O:7]1, predict the reactants needed to synthesize it. The reactants are: BrC[C:3]1[C:12]([N+:13]([O-:15])=[O:14])=[CH:11][CH:10]=[CH:9][C:4]=1[C:5]([O:7][CH3:8])=[O:6].[N+](C(C)C)([O-])=O.[CH3:22][O-:23].[Na+]. (4) Given the product [C:1]1([C:7]2([CH2:14][OH:15])[CH2:13][CH2:12][CH:11]=[CH:10][CH2:9][CH2:8]2)[CH:6]=[CH:5][CH:4]=[CH:3][CH:2]=1, predict the reactants needed to synthesize it. The reactants are: [C:1]1([C:7]2([CH:14]=[O:15])[CH2:13][CH2:12][CH:11]=[CH:10][CH2:9][CH2:8]2)[CH:6]=[CH:5][CH:4]=[CH:3][CH:2]=1.[BH4-].[Na+]. (5) Given the product [CH3:1][O:2][C:3]1[CH:4]=[C:5]([CH2:6][CH2:7][O:8][C:16](=[NH:17])[C:15]([Cl:19])([Cl:18])[Cl:14])[CH:9]=[CH:10][C:11]=1[O:12][CH3:13], predict the reactants needed to synthesize it. The reactants are: [CH3:1][O:2][C:3]1[CH:4]=[C:5]([CH:9]=[CH:10][C:11]=1[O:12][CH3:13])[CH2:6][CH2:7][OH:8].[Cl:14][C:15]([Cl:19])([Cl:18])[C:16]#[N:17]. (6) Given the product [CH2:10]([N:7]1[CH2:6][C:5]2[S:17][C:2]3[N:1]=[C:28]([CH3:39])[C:29]([CH:30]([CH2:36][CH2:37][CH3:38])[C:31]([O:33][CH2:34][CH3:35])=[O:32])=[C:18]([C:20]4[CH:25]=[CH:24][C:23]([CH3:26])=[CH:22][CH:21]=4)[C:3]=3[C:4]=2[CH2:9][CH2:8]1)[C:11]1[CH:16]=[CH:15][CH:14]=[CH:13][CH:12]=1, predict the reactants needed to synthesize it. The reactants are: [NH2:1][C:2]1[S:17][C:5]2[CH2:6][N:7]([CH2:10][C:11]3[CH:16]=[CH:15][CH:14]=[CH:13][CH:12]=3)[CH2:8][CH2:9][C:4]=2[C:3]=1[C:18]([C:20]1[CH:25]=[CH:24][C:23]([CH3:26])=[CH:22][CH:21]=1)=O.O=[C:28]([CH3:39])[CH2:29][CH:30]([CH2:36][CH2:37][CH3:38])[C:31]([O:33][CH2:34][CH3:35])=[O:32].Cl[Si](C)(C)C. (7) Given the product [CH:1]1([N:4]2[CH2:9][CH2:8][N:7]([C:10]3([CH:14]([NH2:15])[C:16]4[CH:21]=[CH:20][CH:19]=[CH:18][CH:17]=4)[CH2:11][CH2:12][CH2:13]3)[CH2:6][CH2:5]2)[CH2:2][CH2:3]1, predict the reactants needed to synthesize it. The reactants are: [CH:1]1([N:4]2[CH2:9][CH2:8][N:7]([C:10]3([C:14]#[N:15])[CH2:13][CH2:12][CH2:11]3)[CH2:6][CH2:5]2)[CH2:3][CH2:2]1.[C:16]1([Li])[CH:21]=[CH:20][CH:19]=[CH:18][CH:17]=1.